The task is: Regression. Given a peptide amino acid sequence and an MHC pseudo amino acid sequence, predict their binding affinity value. This is MHC class I binding data.. This data is from Peptide-MHC class I binding affinity with 185,985 pairs from IEDB/IMGT. (1) The peptide sequence is SETAGNNNT. The MHC is HLA-A02:01 with pseudo-sequence HLA-A02:01. The binding affinity (normalized) is 0. (2) The peptide sequence is VTLADAGFMK. The MHC is HLA-A11:01 with pseudo-sequence HLA-A11:01. The binding affinity (normalized) is 0.874.